Dataset: Full USPTO retrosynthesis dataset with 1.9M reactions from patents (1976-2016). Task: Predict the reactants needed to synthesize the given product. (1) Given the product [CH:15]1([C:18]2[CH:19]=[C:20]([NH:21][C:8]3[CH:7]=[CH:6][C:5]4[C:4]([NH:1][CH2:25][C:26]5[NH:27][CH:28]=[N:29][C:30]=5[CH3:31])=[CH:13][CH:12]=[CH:11][C:10]=4[N:9]=3)[CH:22]=[CH:23][CH:24]=2)[CH2:17][CH2:16]1, predict the reactants needed to synthesize it. The reactants are: [N+:1]([C:4]1[CH:13]=[CH:12][CH:11]=[C:10]2[C:5]=1[CH:6]=[CH:7][C:8](Cl)=[N:9]2)([O-])=O.[CH:15]1([C:18]2[CH:19]=[C:20]([CH:22]=[CH:23][CH:24]=2)[NH2:21])[CH2:17][CH2:16]1.[CH3:25][C:26]1[N:27]=[CH:28][NH:29][C:30]=1[CH:31]=O. (2) Given the product [Cl:32][C:33]1[CH:34]=[C:35]([C:36]2[O:1][N:2]=[C:3]([C:5]3[CH:13]=[CH:12][C:11]4[N:10]5[CH2:14][CH2:15][CH:16]([CH2:17][C:18]([O:20][C:21]([CH3:24])([CH3:23])[CH3:22])=[O:19])[C:9]5=[CH:8][C:7]=4[CH:6]=3)[N:4]=2)[CH:39]=[C:40]([CH3:42])[N:41]=1, predict the reactants needed to synthesize it. The reactants are: [OH:1][N:2]=[C:3]([C:5]1[CH:13]=[CH:12][C:11]2[N:10]3[CH2:14][CH2:15][CH:16]([CH2:17][C:18]([O:20][C:21]([CH3:24])([CH3:23])[CH3:22])=[O:19])[C:9]3=[CH:8][C:7]=2[CH:6]=1)[NH2:4].C(N(CC)CC)C.[Cl:32][C:33]1[CH:34]=[C:35]([CH:39]=[C:40]([CH3:42])[N:41]=1)[C:36](Cl)=O.